This data is from Reaction yield outcomes from USPTO patents with 853,638 reactions. The task is: Predict the reaction yield, written as a fraction of the theoretical maximum amount of product (1.0 means a 100% yield; for example, 0.34 means a 34% yield). (1) The yield is 0.932. The catalyst is C1(C)C=CC=CC=1. The product is [F:19][CH:20]([F:24])[C:21](=[O:22])[C:8](=[CH:7][N:1]1[CH2:6][CH2:5][CH2:4][CH2:3][CH2:2]1)[C:9]([O:11][CH3:12])=[O:10]. The reactants are [N:1]1([CH:7]=[CH:8][C:9]([O:11][CH3:12])=[O:10])[CH2:6][CH2:5][CH2:4][CH2:3][CH2:2]1.N1C=CC=CC=1.[F:19][CH:20]([F:24])[C:21](F)=[O:22]. (2) The reactants are [N:1]1[CH:6]=[CH:5][C:4]([C:7](=[O:20])[C:8]#[C:9][C:10]2([O:15][Si](C)(C)C)[CH2:14][CH2:13][CH2:12][CH2:11]2)=[CH:3][CH:2]=1.CC1C=CC(S(O)(=O)=O)=CC=1. The catalyst is C(Cl)Cl.O. The product is [OH:15][C:10]1([C:9]#[C:8][C:7]([C:4]2[CH:3]=[CH:2][N:1]=[CH:6][CH:5]=2)=[O:20])[CH2:14][CH2:13][CH2:12][CH2:11]1. The yield is 0.510. (3) The reactants are Cl.[CH:2]12[O:10][CH:6]([CH2:7][NH:8][CH2:9]1)[CH2:5][N:4]([C:11]([O:13][C:14]([CH3:17])([CH3:16])[CH3:15])=[O:12])[CH2:3]2.C([O-])([O-])=O.[K+].[K+].Cl[CH2:25][C:26](=[O:31])[C:27]([CH3:30])([CH3:29])[CH3:28]. The catalyst is CC#N. The product is [CH3:28][C:27]([CH3:30])([CH3:29])[C:26](=[O:31])[CH2:25][N:8]1[CH2:7][CH:6]2[O:10][CH:2]([CH2:3][N:4]([C:11]([O:13][C:14]([CH3:17])([CH3:16])[CH3:15])=[O:12])[CH2:5]2)[CH2:9]1. The yield is 0.855. (4) The yield is 0.560. The reactants are Cl[C:2]1[N:3]=[C:4]([N:23]2[CH2:28][CH2:27][O:26][CH2:25][CH2:24]2)[C:5]2[N:10]=[C:9]([CH2:11][CH2:12][N:13]3[CH2:18][CH2:17][CH:16]([C:19]([OH:22])([CH3:21])[CH3:20])[CH2:15][CH2:14]3)[S:8][C:6]=2[N:7]=1.[CH2:29]([C:31]1[NH:32][C:33]2[CH:39]=[CH:38][CH:37]=[CH:36][C:34]=2[N:35]=1)[CH3:30].CC(C1C=C(C(C)C)C(C2C=CC=CC=2P(C2CCCCC2)C2CCCCC2)=C(C(C)C)C=1)C.C([O-])([O-])=O.[Cs+].[Cs+]. The product is [CH2:29]([C:31]1[N:32]([C:2]2[N:3]=[C:4]([N:23]3[CH2:28][CH2:27][O:26][CH2:25][CH2:24]3)[C:5]3[N:10]=[C:9]([CH2:11][CH2:12][N:13]4[CH2:18][CH2:17][CH:16]([C:19]([OH:22])([CH3:21])[CH3:20])[CH2:15][CH2:14]4)[S:8][C:6]=3[N:7]=2)[C:33]2[CH:39]=[CH:38][CH:37]=[CH:36][C:34]=2[N:35]=1)[CH3:30]. The catalyst is O1CCOCC1.C1C=CC(/C=C/C(/C=C/C2C=CC=CC=2)=O)=CC=1.C1C=CC(/C=C/C(/C=C/C2C=CC=CC=2)=O)=CC=1.C1C=CC(/C=C/C(/C=C/C2C=CC=CC=2)=O)=CC=1.[Pd].[Pd]. (5) The yield is 0.370. The product is [CH3:52][N:53]([CH:54]1[CH2:58][CH2:57][N:56]([CH3:59])[CH2:55]1)[C:15]([CH:12]1[CH2:11][CH2:10][N:9]([C:6]2[CH:7]=[CH:8][C:3]([Cl:2])=[C:4]([C:18]3[NH:22][C:21]4[CH:23]=[CH:24][C:25]([CH3:27])=[CH:26][C:20]=4[N:19]=3)[CH:5]=2)[CH2:14][CH2:13]1)=[O:17]. The reactants are Cl.[Cl:2][C:3]1[CH:8]=[CH:7][C:6]([N:9]2[CH2:14][CH2:13][CH:12]([C:15]([OH:17])=O)[CH2:11][CH2:10]2)=[CH:5][C:4]=1[C:18]1[NH:22][C:21]2[CH:23]=[CH:24][C:25]([CH3:27])=[CH:26][C:20]=2[N:19]=1.CN(C(ON1N=NC2C=CC=NC1=2)=[N+](C)C)C.F[P-](F)(F)(F)(F)F.[CH3:52][NH:53][CH:54]1[CH2:58][CH2:57][N:56]([CH3:59])[CH2:55]1. No catalyst specified. (6) The reactants are Br[C:2]1[CH:3]=[C:4]([C:18]([OH:20])=[O:19])[C:5]([O:8][C:9]2[C:14]([CH3:15])=[CH:13][C:12]([CH3:16])=[CH:11][C:10]=2[CH3:17])=[N:6][CH:7]=1.[C:21]1(B(O)O)[CH:26]=[CH:25][CH:24]=[CH:23][CH:22]=1.C([O-])([O-])=O.[K+].[K+]. The catalyst is COCCOC.C1C=CC([P]([Pd]([P](C2C=CC=CC=2)(C2C=CC=CC=2)C2C=CC=CC=2)([P](C2C=CC=CC=2)(C2C=CC=CC=2)C2C=CC=CC=2)[P](C2C=CC=CC=2)(C2C=CC=CC=2)C2C=CC=CC=2)(C2C=CC=CC=2)C2C=CC=CC=2)=CC=1. The product is [C:21]1([C:2]2[CH:3]=[C:4]([C:18]([OH:20])=[O:19])[C:5]([O:8][C:9]3[C:14]([CH3:15])=[CH:13][C:12]([CH3:16])=[CH:11][C:10]=3[CH3:17])=[N:6][CH:7]=2)[CH:26]=[CH:25][CH:24]=[CH:23][CH:22]=1. The yield is 0.610. (7) The reactants are O1CCCC1.[C:6]([O:10][C:11](=[O:19])[NH:12][C:13]1[S:17][C:16]([Br:18])=[N:15][CH:14]=1)([CH3:9])([CH3:8])[CH3:7].[H-].[Na+].[CH3:22][C:23]([O:26][C:27](O[C:27]([O:26][C:23]([CH3:25])([CH3:24])[CH3:22])=[O:28])=[O:28])([CH3:25])[CH3:24]. The catalyst is C(OCC)(=O)C.O. The product is [Br:18][C:16]1[S:17][C:13]([N:12]([C:27]([O:26][C:23]([CH3:25])([CH3:24])[CH3:22])=[O:28])[C:11]([O:10][C:6]([CH3:9])([CH3:7])[CH3:8])=[O:19])=[CH:14][N:15]=1. The yield is 0.930.